From a dataset of Retrosynthesis with 50K atom-mapped reactions and 10 reaction types from USPTO. Predict the reactants needed to synthesize the given product. (1) Given the product CC[C@@H](c1ccccc1)N1Cc2cc3c(cc2C[C@H]1C(=O)N[C@@H](Cc1ccc(-c2ccc(Cl)cc2)cc1)C(=O)OC)N(C)C(=O)[C@H](c1ccc(O)cc1)O3, predict the reactants needed to synthesize it. The reactants are: CC[C@@H](c1ccccc1)N1Cc2cc3c(cc2C[C@H]1C(=O)O)N(C)C(=O)[C@H](c1ccc(O)cc1)O3.COC(=O)[C@@H](N)Cc1ccc(-c2ccc(Cl)cc2)cc1. (2) Given the product C[C@H](Nc1cc(C(=O)O)nc(Cl)n1)C(N)=O, predict the reactants needed to synthesize it. The reactants are: COC(=O)c1cc(N[C@@H](C)C(N)=O)nc(Cl)n1.